Task: Predict the reactants needed to synthesize the given product.. Dataset: Full USPTO retrosynthesis dataset with 1.9M reactions from patents (1976-2016) (1) Given the product [Cl:12][C:7]1[CH:8]=[CH:9][CH:10]=[CH:11][C:6]=1[CH2:5][CH2:4][CH2:3][CH:18]([C:16]1[N:15]=[CH:14][NH:13][CH:17]=1)[OH:19], predict the reactants needed to synthesize it. The reactants are: [Mg].Br[CH2:3][CH2:4][CH2:5][C:6]1[CH:11]=[CH:10][CH:9]=[CH:8][C:7]=1[Cl:12].[NH:13]1[CH:17]=[C:16]([CH:18]=[O:19])[N:15]=[CH:14]1.Cl. (2) Given the product [Cl:1][C:2]1[N:7]=[C:6]([NH:23][C:19]2[CH:18]=[C:17]([NH:16][C:15](=[O:24])[O:14][C:10]([CH3:12])([CH3:11])[CH3:13])[CH:22]=[CH:21][CH:20]=2)[C:5]([F:9])=[CH:4][N:3]=1, predict the reactants needed to synthesize it. The reactants are: [Cl:1][C:2]1[N:7]=[C:6](Cl)[C:5]([F:9])=[CH:4][N:3]=1.[C:10]([O:14][C:15](=[O:24])[NH:16][C:17]1[CH:22]=[CH:21][CH:20]=[C:19]([NH2:23])[CH:18]=1)([CH3:13])([CH3:12])[CH3:11].CCN(C(C)C)C(C)C.